This data is from Reaction yield outcomes from USPTO patents with 853,638 reactions. The task is: Predict the reaction yield, written as a fraction of the theoretical maximum amount of product (1.0 means a 100% yield; for example, 0.34 means a 34% yield). (1) The yield is 0.630. No catalyst specified. The product is [Cl:1][C:2]1[N:7]=[C:6]([NH:23][C:20]2[CH:21]=[CH:22][C:17]3[CH2:16][N:15]([CH2:24][CH3:25])[CH2:14][CH2:13][N:12]([CH2:10][CH3:11])[C:18]=3[CH:19]=2)[C:5]([Cl:9])=[CH:4][N:3]=1. The reactants are [Cl:1][C:2]1[N:7]=[C:6](Cl)[C:5]([Cl:9])=[CH:4][N:3]=1.[CH2:10]([N:12]1[C:18]2[CH:19]=[C:20]([NH2:23])[CH:21]=[CH:22][C:17]=2[CH2:16][N:15]([CH2:24][CH3:25])[CH2:14][CH2:13]1)[CH3:11].C(O)C. (2) The reactants are [H-].[Na+].[CH2:3]([O:5][C:6](=[O:16])[CH2:7]P(OCC)(OCC)=O)[CH3:4].O=[C:18]1[CH2:25][CH:24]2[N:26]([C:27]([O:29][C:30]([CH3:33])([CH3:32])[CH3:31])=[O:28])[CH:20]([CH2:21][O:22][CH2:23]2)[CH2:19]1. The catalyst is C1COCC1. The product is [CH2:3]([O:5][C:6](=[O:16])[CH:7]=[C:18]1[CH2:19][CH:20]2[N:26]([C:27]([O:29][C:30]([CH3:33])([CH3:32])[CH3:31])=[O:28])[CH:24]([CH2:23][O:22][CH2:21]2)[CH2:25]1)[CH3:4].[CH2:3]([O:5][C:6](=[O:16])[CH2:7][C:18]1[CH2:19][CH:20]2[N:26]([C:27]([O:29][C:30]([CH3:33])([CH3:32])[CH3:31])=[O:28])[CH:24]([CH2:23][O:22][CH2:21]2)[CH:25]=1)[CH3:4]. The yield is 0.465.